This data is from Full USPTO retrosynthesis dataset with 1.9M reactions from patents (1976-2016). The task is: Predict the reactants needed to synthesize the given product. (1) Given the product [CH2:1]([N:8]1[CH2:9][CH2:10][CH:11]([CH2:14][CH:15]2[CH2:23][C:22]3[C:17](=[CH:18][C:19]([O:30][CH3:31])=[C:20]([N:24]4[CH2:29][CH2:28][O:27][CH2:26][CH2:25]4)[CH:21]=3)[C:16]2=[O:32])[CH2:12][CH2:13]1)[C:2]1[CH:7]=[CH:6][CH:5]=[CH:4][CH:3]=1, predict the reactants needed to synthesize it. The reactants are: [CH2:1]([N:8]1[CH2:13][CH2:12][CH:11](/[CH:14]=[C:15]2/[C:16](=[O:32])[C:17]3[C:22]([CH2:23]/2)=[CH:21][C:20]([N:24]2[CH2:29][CH2:28][O:27][CH2:26][CH2:25]2)=[C:19]([O:30][CH3:31])[CH:18]=3)[CH2:10][CH2:9]1)[C:2]1[CH:7]=[CH:6][CH:5]=[CH:4][CH:3]=1. (2) Given the product [F:14][C:15]1[CH:16]=[C:17]([CH:20]=[CH:21][CH:22]=1)[CH2:18][O:7][C:6](=[O:8])[C:5]1[C:4](=[CH:3][C:2]([O:1][CH2:18][C:17]2[CH:20]=[CH:21][CH:22]=[C:15]([F:14])[CH:16]=2)=[CH:10][CH:9]=1)[C:11]([O:13][CH2:18][C:17]1[CH:20]=[CH:21][CH:22]=[C:15]([F:14])[CH:16]=1)=[O:12], predict the reactants needed to synthesize it. The reactants are: [OH:1][C:2]1[CH:3]=[C:4]([C:11]([OH:13])=[O:12])[C:5](=[CH:9][CH:10]=1)[C:6]([OH:8])=[O:7].[F:14][C:15]1[CH:16]=[C:17]([CH:20]=[CH:21][CH:22]=1)[CH2:18]Br.C(=O)([O-])[O-].[K+].[K+]. (3) Given the product [CH:21]1([N:10]2[C:9]3[N:8]=[C:7]([N:3]4[CH:4]=[CH:5][N:6]=[C:2]4[N:26]4[CH2:30][CH2:29][CH2:28][CH2:27]4)[N:16]=[CH:15][C:14]=3[N:13]([CH3:17])[C:12](=[O:18])[C@H:11]2[CH2:19][CH3:20])[CH2:25][CH2:24][CH2:23][CH2:22]1, predict the reactants needed to synthesize it. The reactants are: Br[C:2]1[N:3]([C:7]2[N:16]=[CH:15][C:14]3[N:13]([CH3:17])[C:12](=[O:18])[C@@H:11]([CH2:19][CH3:20])[N:10]([CH:21]4[CH2:25][CH2:24][CH2:23][CH2:22]4)[C:9]=3[N:8]=2)[CH:4]=[CH:5][N:6]=1.[NH:26]1[CH2:30][CH2:29][CH2:28][CH2:27]1.C(Cl)(Cl)Cl.C1C=CC(P(C2C(C3C(P(C4C=CC=CC=4)C4C=CC=CC=4)=CC=C4C=3C=CC=C4)=C3C(C=CC=C3)=CC=2)C2C=CC=CC=2)=CC=1.C([O-])([O-])=O.[K+].[K+]. (4) Given the product [CH3:18][CH:16]([CH3:17])[CH2:15][S:12]([N:9]1[CH2:8][CH2:7][C:6]2([C:4](=[O:5])[N:34]([C:33]3[CH:35]=[CH:36][C:30]([O:29][C:28]([F:27])([F:37])[F:38])=[CH:31][CH:32]=3)[CH2:20][CH2:19]2)[CH2:11][CH2:10]1)(=[O:13])=[O:14], predict the reactants needed to synthesize it. The reactants are: C(O[C:4]([C:6]1([CH2:19][CH2:20]OC)[CH2:11][CH2:10][N:9]([S:12]([CH2:15][CH:16]([CH3:18])[CH3:17])(=[O:14])=[O:13])[CH2:8][CH2:7]1)=[O:5])C.[Cl-].C[Al+]C.[F:27][C:28]([F:38])([F:37])[O:29][C:30]1[CH:36]=[CH:35][C:33]([NH2:34])=[CH:32][CH:31]=1. (5) Given the product [CH:1]([C:4]1[CH:8]=[C:7]([NH:9][C:25](=[O:26])[O:27][C:28]2[CH:33]=[CH:32][CH:31]=[CH:30][CH:29]=2)[N:6]([C:10]2[CH:11]=[CH:12][C:13]([O:16][CH3:17])=[CH:14][CH:15]=2)[N:5]=1)([CH3:3])[CH3:2], predict the reactants needed to synthesize it. The reactants are: [CH:1]([C:4]1[CH:8]=[C:7]([NH2:9])[N:6]([C:10]2[CH:15]=[CH:14][C:13]([O:16][CH3:17])=[CH:12][CH:11]=2)[N:5]=1)([CH3:3])[CH3:2].C(=O)([O-])[O-].[K+].[K+].Cl[C:25]([O:27][C:28]1[CH:33]=[CH:32][CH:31]=[CH:30][CH:29]=1)=[O:26].